From a dataset of Catalyst prediction with 721,799 reactions and 888 catalyst types from USPTO. Predict which catalyst facilitates the given reaction. (1) Reactant: [Cl:1][C:2]1[N:7]=[CH:6][C:5]([CH2:8][N:9]([CH:19](O)[CH3:20])[CH2:10][C:11]2[CH:16]=[CH:15][C:14]([O:17][CH3:18])=[CH:13][CH:12]=2)=[CH:4][CH:3]=1.S(Cl)([Cl:24])=O.C(=O)([O-])[O-].[Na+].[Na+]. Product: [Cl:1][C:2]1[N:7]=[CH:6][C:5]([CH2:8][N:9]([CH2:19][CH2:20][Cl:24])[CH2:10][C:11]2[CH:16]=[CH:15][C:14]([O:17][CH3:18])=[CH:13][CH:12]=2)=[CH:4][CH:3]=1. The catalyst class is: 22. (2) Product: [F:1][C:2]([F:10])([F:11])[C:3]1[CH:4]=[C:5]([CH:6]=[CH:7][CH:8]=1)[O:9][C:15]1[CH:14]=[CH:13][N:30]=[C:28]([C:27]2[CH:26]=[CH:25][C:24]([C:23]([F:22])([F:33])[F:34])=[CH:32][CH:31]=2)[N:29]=1. The catalyst class is: 10. Reactant: [F:1][C:2]([F:11])([F:10])[C:3]1[CH:4]=[C:5]([OH:9])[CH:6]=[CH:7][CH:8]=1.Cl[C:13](Cl)=[CH:14][CH:15]=O.C([O-])(=O)C.[F:22][C:23]([F:34])([F:33])[C:24]1[CH:32]=[CH:31][C:27]([C:28]([NH2:30])=[NH2+:29])=[CH:26][CH:25]=1.C(=O)([O-])[O-].[Na+].[Na+]. (3) Reactant: [Li]C(CC)C.[F:6][C:7]1[CH:12]=[CH:11][N:10]=[C:9]2[N:13]([Si:16]([CH:23]([CH3:25])[CH3:24])([CH:20]([CH3:22])[CH3:21])[CH:17]([CH3:19])[CH3:18])[CH:14]=[CH:15][C:8]=12.C(Br)(Br)(Br)[Br:27].[Cl-].[NH4+]. Product: [Br:27][C:12]1[C:7]([F:6])=[C:8]2[CH:15]=[CH:14][N:13]([Si:16]([CH:20]([CH3:22])[CH3:21])([CH:23]([CH3:25])[CH3:24])[CH:17]([CH3:18])[CH3:19])[C:9]2=[N:10][CH:11]=1. The catalyst class is: 1. (4) Reactant: [Cl:1][C:2]1[N:7]=[C:6]([O:8][C:9]2[CH:21]=[CH:20][C:12]([CH2:13][C@H:14]3[CH2:18][O:17][C:16](=[O:19])[NH:15]3)=[CH:11][CH:10]=2)[CH:5]=[CH:4][CH:3]=1.[Cl:22][C:23]1[CH:24]=[C:25]([CH:29]=[CH:30][CH:31]=1)[C@H:26]1[O:28][CH2:27]1.[C:32](=[O:35])([O-:34])[O-].[K+].[K+]. Product: [C:16]([OH:19])(=[O:17])[C:32]([OH:34])=[O:35].[Cl:22][C:23]1[CH:24]=[C:25]([C@@H:26]([OH:28])[CH2:27][NH:15][C@@H:14]([CH2:13][C:12]2[CH:11]=[CH:10][C:9]([O:8][C:6]3[CH:5]=[CH:4][CH:3]=[C:2]([Cl:1])[N:7]=3)=[CH:21][CH:20]=2)[CH2:18][OH:17])[CH:29]=[CH:30][CH:31]=1. The catalyst class is: 42. (5) Reactant: [Cl:1][C:2]1[CH:32]=[CH:31][C:5]([O:6][C:7]2[C:12]([F:13])=[CH:11][C:10]([S:14]([N:17]([C:25]3[N:26]=[CH:27][S:28][CH:29]=3)[C:18](=[O:24])[O:19][C:20]([CH3:23])([CH3:22])[CH3:21])(=[O:16])=[O:15])=[C:9]([F:30])[CH:8]=2)=[C:4]([C:33]2[CH:38]=[CH:37][N:36]=[C:35]([CH:39]=O)[CH:34]=2)[CH:3]=1.Cl.[NH:42]1[CH2:45][CH2:44][CH2:43]1.C(O[BH-](OC(=O)C)OC(=O)C)(=O)C.[Na+].C(=O)(O)[O-].[Na+]. Product: [N:42]1([CH2:39][C:35]2[CH:34]=[C:33]([C:4]3[CH:3]=[C:2]([Cl:1])[CH:32]=[CH:31][C:5]=3[O:6][C:7]3[C:12]([F:13])=[CH:11][C:10]([S:14]([N:17]([C:25]4[N:26]=[CH:27][S:28][CH:29]=4)[C:18](=[O:24])[O:19][C:20]([CH3:23])([CH3:21])[CH3:22])(=[O:16])=[O:15])=[C:9]([F:30])[CH:8]=3)[CH:38]=[CH:37][N:36]=2)[CH2:45][CH2:44][CH2:43]1. The catalyst class is: 4. (6) Reactant: [SH:1][C:2]1[NH:10][C:9]2[C:4](=[N:5][CH:6]=[N:7][C:8]=2[NH2:11])[N:3]=1.CC1C=CC2C=CC3C=CC(C)=NC=3C=2N=1.O.O(C(C)(C)C)[Na].[Cl:35][C:36]1[CH:41]=[C:40](I)[CH:39]=[C:38]([Cl:43])[N:37]=1. Product: [Cl:35][C:36]1[CH:41]=[C:40]([S:1][C:2]2[NH:3][C:4]3[C:9]([N:10]=2)=[C:8]([NH2:11])[N:7]=[CH:6][N:5]=3)[CH:39]=[C:38]([Cl:43])[N:37]=1. The catalyst class is: 471. (7) Product: [CH2:25]([CH:24]([N:4]1[C:5]2[N:6]=[C:7]([N:12]([CH2:22][CH3:23])[C:13]3[C:18]([CH3:19])=[CH:17][C:16]([CH3:20])=[CH:15][C:14]=3[CH3:21])[N:8]=[C:9]([CH3:11])[C:10]=2[CH:2]([NH:1][C:30](=[O:33])[CH2:31][CH3:32])[C:3]1=[O:29])[CH2:27][CH3:28])[CH3:26]. The catalyst class is: 4. Reactant: [NH2:1][CH:2]1[C:10]2[C:9]([CH3:11])=[N:8][C:7]([N:12]([CH2:22][CH3:23])[C:13]3[C:18]([CH3:19])=[CH:17][C:16]([CH3:20])=[CH:15][C:14]=3[CH3:21])=[N:6][C:5]=2[N:4]([CH:24]([CH2:27][CH3:28])[CH2:25][CH3:26])[C:3]1=[O:29].[C:30](Cl)(=[O:33])[CH2:31][CH3:32].C(N(CC)CC)C.O. (8) Reactant: [CH2:1]([C:3]([C:22]1[CH:27]=[CH:26][C:25]([OH:28])=[C:24]([CH3:29])[CH:23]=1)([C:6]1[CH:11]=[CH:10][C:9]([CH2:12][CH2:13][CH:14]([OH:20])[C:15]2([CH2:18][CH3:19])[CH2:17][CH2:16]2)=[C:8]([CH3:21])[CH:7]=1)[CH2:4][CH3:5])[CH3:2].C([O-])([O-])=O.[K+].[K+].C1(C)C=CC(S(O[CH2:46][C@@H:47]2[O:51][C:50](=[O:52])[CH2:49][CH2:48]2)(=O)=O)=CC=1. Product: [CH2:1]([C:3]([C:22]1[CH:27]=[CH:26][C:25]([O:28][CH2:46][C@@H:47]2[O:51][C:50](=[O:52])[CH2:49][CH2:48]2)=[C:24]([CH3:29])[CH:23]=1)([C:6]1[CH:11]=[CH:10][C:9]([CH2:12][CH2:13][CH:14]([C:15]2([CH2:18][CH3:19])[CH2:17][CH2:16]2)[OH:20])=[C:8]([CH3:21])[CH:7]=1)[CH2:4][CH3:5])[CH3:2]. The catalyst class is: 566. (9) Reactant: [C:1]12([CH:11]([OH:24])[CH2:12][NH:13][C:14]3[C:15]4[CH2:23][CH2:22][NH:21][CH2:20][C:16]=4[N:17]=[CH:18][N:19]=3)[CH2:10][CH:5]3[CH2:6][CH:7]([CH2:9][CH:3]([CH2:4]3)[CH2:2]1)[CH2:8]2.[OH:25][C@@H:26]1[CH2:30][N:29]([CH2:31][C:32]([OH:34])=O)[CH2:28][CH2:27]1.Cl.CN(C)CCCN=C=NCC.O.[OH:48]N1C2C=CC=CC=2N=N1.C(N(CC)C(C)C)(C)C. Product: [C:1]12([CH:11]([OH:24])[CH2:12][NH:13][C:14]3[C:15]4[CH2:23][CH2:22][N:21]([C:32](=[O:34])[CH2:31][N:29]5[CH2:30][C@@H:26]([OH:25])[CH2:27][C:28]5=[O:48])[CH2:20][C:16]=4[N:17]=[CH:18][N:19]=3)[CH2:2][CH:3]3[CH2:4][CH:5]([CH2:6][CH:7]([CH2:9]3)[CH2:8]1)[CH2:10]2. The catalyst class is: 2.